Dataset: Reaction yield outcomes from USPTO patents with 853,638 reactions. Task: Predict the reaction yield, written as a fraction of the theoretical maximum amount of product (1.0 means a 100% yield; for example, 0.34 means a 34% yield). (1) The catalyst is C(Cl)Cl.O1CCCC1.[Ti](Cl)(Cl)(Cl)Cl.[Zn]. The yield is 0.460. The reactants are [CH3:1]N(C)CCN(C)C.BrCBr.[F:12][C:13]1[CH:18]=[CH:17][C:16]([CH:19]2[CH2:24][CH2:23][N:22]([C:25]([O:27][C:28]([CH3:31])([CH3:30])[CH3:29])=[O:26])[CH2:21][CH:20]2[O:32][C:33]([C:35]2[CH:44]=[CH:43][C:42]3[C:37](=[CH:38][CH:39]=[CH:40][CH:41]=3)[CH:36]=2)=O)=[CH:15][CH:14]=1.[Cl-].[NH4+]. The product is [F:12][C:13]1[CH:14]=[CH:15][C:16]([CH:19]2[CH2:24][CH2:23][N:22]([C:25]([O:27][C:28]([CH3:30])([CH3:31])[CH3:29])=[O:26])[CH2:21][CH:20]2[O:32][C:33]([C:35]2[CH:44]=[CH:43][C:42]3[C:37](=[CH:38][CH:39]=[CH:40][CH:41]=3)[CH:36]=2)=[CH2:1])=[CH:17][CH:18]=1. (2) The reactants are [N+:1]([C:4]1[CH:5]=[C:6]([C:11]([F:14])([F:13])[F:12])[C:7](O)=[N:8][CH:9]=1)([O-:3])=[O:2].O=S(Cl)[Cl:17].CN(C=O)C. No catalyst specified. The product is [Cl:17][C:7]1[C:6]([C:11]([F:14])([F:13])[F:12])=[CH:5][C:4]([N+:1]([O-:3])=[O:2])=[CH:9][N:8]=1. The yield is 0.551.